The task is: Predict the reactants needed to synthesize the given product.. This data is from Full USPTO retrosynthesis dataset with 1.9M reactions from patents (1976-2016). (1) Given the product [CH3:46][S:47]([OH:50])(=[O:49])=[O:48].[C:1]([C:5]1[CH:6]=[C:7]([NH:17][C:18]([NH:20][C:21]2[C:22]([CH3:43])=[N:23][C:24]([N:27]3[CH2:32][CH2:31][N:30]([C:33](=[O:42])[C:34]4[C:35]([F:41])=[CH:36][CH:37]=[CH:38][C:39]=4[F:40])[CH2:29][CH2:28]3)=[CH:25][CH:26]=2)=[O:19])[N:8]([C:10]2[CH:15]=[CH:14][C:13]([CH3:16])=[CH:12][CH:11]=2)[N:9]=1)([CH3:4])([CH3:3])[CH3:2], predict the reactants needed to synthesize it. The reactants are: [C:1]([C:5]1[CH:6]=[C:7]([NH:17][C:18]([NH:20][C:21]2[C:22]([CH3:43])=[N:23][C:24]([N:27]3[CH2:32][CH2:31][N:30]([C:33](=[O:42])[C:34]4[C:39]([F:40])=[CH:38][CH:37]=[CH:36][C:35]=4[F:41])[CH2:29][CH2:28]3)=[CH:25][CH:26]=2)=[O:19])[N:8]([C:10]2[CH:15]=[CH:14][C:13]([CH3:16])=[CH:12][CH:11]=2)[N:9]=1)([CH3:4])([CH3:3])[CH3:2].CO.[CH3:46][S:47]([OH:50])(=[O:49])=[O:48]. (2) Given the product [Cl:34][C:5]1[CH:6]=[C:7]([O:11][C:12]2[C:17]([C:18]([N:20]3[C:29]4[C:24](=[CH:25][CH:26]=[CH:27][CH:28]=4)[N:23]([CH:30]4[CH2:31][CH2:32]4)[CH2:22][CH2:21]3)=[O:19])=[CH:16][N:15]=[C:14]([CH3:33])[CH:13]=2)[C:8]([Cl:10])=[CH:9][C:4]=1[C:3]([OH:35])=[O:2], predict the reactants needed to synthesize it. The reactants are: C[O:2][C:3](=[O:35])[C:4]1[CH:9]=[C:8]([Cl:10])[C:7]([O:11][C:12]2[C:17]([C:18]([N:20]3[C:29]4[C:24](=[CH:25][CH:26]=[CH:27][CH:28]=4)[N:23]([CH:30]4[CH2:32][CH2:31]4)[CH2:22][CH2:21]3)=[O:19])=[CH:16][N:15]=[C:14]([CH3:33])[CH:13]=2)=[CH:6][C:5]=1[Cl:34].O.O.[OH-].[Li+].Cl. (3) Given the product [CH:15]([C:13]1[N:14]=[C:10]([CH2:9][OH:8])[N:11]([CH2:27][C:28]2[CH:29]=[CH:30][N:31]=[CH:32][CH:33]=2)[C:12]=1[S:18][C:19]1[CH:24]=[CH:23][CH:22]=[C:21]([O:25][CH3:26])[CH:20]=1)([CH3:17])[CH3:16], predict the reactants needed to synthesize it. The reactants are: C([O:8][CH2:9][C:10]1[N:11]([CH2:27][C:28]2[CH:33]=[CH:32][N:31]=[CH:30][CH:29]=2)[C:12]([S:18][C:19]2[CH:24]=[CH:23][CH:22]=[C:21]([O:25][CH3:26])[CH:20]=2)=[C:13]([CH:15]([CH3:17])[CH3:16])[N:14]=1)C1C=CC=CC=1.Cl. (4) Given the product [F:6][C:7]([F:19])([F:20])[C:8]1[CH:9]=[C:10]([NH:11][C:23]([C:25]2([CH:39]3[CH2:43][CH2:42][CH2:41][CH2:40]3)[CH2:29][C:28](=[O:30])[N:27]([C:31]3[C:36]([CH3:37])=[CH:35][CH:34]=[CH:33][C:32]=3[CH3:38])[CH2:26]2)=[O:22])[CH:12]=[C:13]([C:15]([F:16])([F:17])[F:18])[CH:14]=1, predict the reactants needed to synthesize it. The reactants are: [Li]CCCC.[F:6][C:7]([F:20])([F:19])[C:8]1[CH:9]=[C:10]([CH:12]=[C:13]([C:15]([F:18])([F:17])[F:16])[CH:14]=1)[NH2:11].C[O:22][C:23]([C:25]1([CH:39]2[CH2:43][CH2:42][CH2:41][CH2:40]2)[CH2:29][C:28](=[O:30])[N:27]([C:31]2[C:36]([CH3:37])=[CH:35][CH:34]=[CH:33][C:32]=2[CH3:38])[CH2:26]1)=O. (5) The reactants are: Cl.[C:2]([C:4]1[CH:9]=[CH:8][N:7]=[CH:6][CH:5]=1)#[CH:3].I[C:11]1[CH:18]=[CH:17][C:14]([CH2:15][OH:16])=[CH:13][CH:12]=1. Given the product [N:7]1[CH:8]=[CH:9][C:4]([C:2]#[C:3][C:11]2[CH:18]=[CH:17][C:14]([CH2:15][OH:16])=[CH:13][CH:12]=2)=[CH:5][CH:6]=1, predict the reactants needed to synthesize it. (6) Given the product [O:1]1[C:5]2([CH2:10][CH2:9][C:8]([C:11]3[C:12]([CH3:20])=[C:13]([CH:16]=[CH:17][C:18]=3[CH3:19])[CH2:14][NH:21][C:22]3[CH:35]=[CH:34][C:25]4[C@H:26]([CH2:29][C:30]([O:32][CH3:33])=[O:31])[CH2:27][O:28][C:24]=4[CH:23]=3)=[CH:7][CH2:6]2)[O:4][CH2:3][CH2:2]1, predict the reactants needed to synthesize it. The reactants are: [O:1]1[C:5]2([CH2:10][CH2:9][C:8]([C:11]3[C:12]([CH3:20])=[C:13]([CH:16]=[CH:17][C:18]=3[CH3:19])[CH:14]=O)=[CH:7][CH2:6]2)[O:4][CH2:3][CH2:2]1.[NH2:21][C:22]1[CH:35]=[CH:34][C:25]2[C@H:26]([CH2:29][C:30]([O:32][CH3:33])=[O:31])[CH2:27][O:28][C:24]=2[CH:23]=1.C(O)(=O)C.C(O[BH-](OC(=O)C)OC(=O)C)(=O)C.[Na+].C(=O)([O-])O.[Na+]. (7) Given the product [ClH:40].[ClH:40].[ClH:40].[ClH:40].[C:1]1([CH2:14][N:15]([CH2:16][CH2:17][CH2:18][CH2:19][NH2:20])[CH:28]2[C:37]3[N:36]=[CH:35][CH:34]=[CH:33][C:32]=3[CH2:31][CH2:30][CH2:29]2)[C:6]2[NH:7][C:8]3[C:13]([C:5]=2[CH:4]=[CH:3][N:2]=1)=[CH:12][CH:11]=[CH:10][CH:9]=3, predict the reactants needed to synthesize it. The reactants are: [C:1]1([CH2:14][N:15]([CH:28]2[C:37]3[N:36]=[CH:35][CH:34]=[CH:33][C:32]=3[CH2:31][CH2:30][CH2:29]2)[CH2:16][CH2:17][CH2:18][CH2:19][NH:20]C(=O)OC(C)(C)C)[C:6]2[NH:7][C:8]3[C:13]([C:5]=2[CH:4]=[CH:3][N:2]=1)=[CH:12][CH:11]=[CH:10][CH:9]=3.S(Cl)([Cl:40])=O. (8) The reactants are: [NH:1]1[CH2:6][CH2:5][NH:4][CH2:3][C:2]1=[O:7].CCN(CC)CC.[CH3:15][C:16]([O:19][C:20](O[C:20]([O:19][C:16]([CH3:18])([CH3:17])[CH3:15])=[O:21])=[O:21])([CH3:18])[CH3:17]. Given the product [O:7]=[C:2]1[NH:1][CH2:6][CH2:5][N:4]([C:20]([O:19][C:16]([CH3:18])([CH3:17])[CH3:15])=[O:21])[CH2:3]1, predict the reactants needed to synthesize it. (9) Given the product [Cl:22][C:16]1[CH:17]=[C:18]([Cl:21])[CH:19]=[CH:20][C:15]=1[C:13]([C:12]1[O:10][C:4]2[CH:3]=[C:2]([I:1])[CH:9]=[CH:8][C:5]=2[CH:6]=1)=[O:14], predict the reactants needed to synthesize it. The reactants are: [I:1][C:2]1[CH:9]=[CH:8][C:5]([CH:6]=O)=[C:4]([OH:10])[CH:3]=1.Cl[CH2:12][C:13]([C:15]1[CH:20]=[CH:19][C:18]([Cl:21])=[CH:17][C:16]=1[Cl:22])=[O:14].C([O-])([O-])=O.[K+].[K+].